This data is from HIV replication inhibition screening data with 41,000+ compounds from the AIDS Antiviral Screen. The task is: Binary Classification. Given a drug SMILES string, predict its activity (active/inactive) in a high-throughput screening assay against a specified biological target. (1) The compound is Cc1c2cccc-2c(OCCO)cc2c1[nH]c1ccccc12. The result is 0 (inactive). (2) The compound is N=c1oc2ccc3ccccc3c2cc1-c1nc(O)c2ccccc2n1. The result is 0 (inactive). (3) The molecule is O=C(O)c1cc(Br)cc(SSc2cc(Br)cc(C(=O)O)c2O)c1O. The result is 1 (active). (4) The molecule is Clc1cc2cc3c(Br)coc3nc2cc1Cl. The result is 0 (inactive). (5) The compound is N#CC1=C(N)N(N=Cc2ccco2)C(c2ccco2)C1(C#N)C#N. The result is 0 (inactive). (6) The molecule is COC(=O)C(=O)c1c2ccccc2n2ccc3c4ccccc4[nH]c3c12. The result is 0 (inactive).